The task is: Predict the reactants needed to synthesize the given product.. This data is from Full USPTO retrosynthesis dataset with 1.9M reactions from patents (1976-2016). (1) Given the product [C:4]([O:3][C:1](=[O:2])[NH:8][C@H:9]([C:10]1[N:34]([C:35]2[CH:39]=[CH:38][N:37]([CH3:40])[N:36]=2)[C:29]2[CH:28]=[C:27]([F:26])[CH:32]=[CH:31][C:30]=2[N:33]=1)[CH3:11])([CH3:7])([CH3:6])[CH3:5], predict the reactants needed to synthesize it. The reactants are: [C:1]([NH:8][C@H:9]([C:11](N)=O)[CH3:10])([O:3][C:4]([CH3:7])([CH3:6])[CH3:5])=[O:2].F[B-](F)(F)F.C([O+](CC)CC)C.[F:26][C:27]1[CH:28]=[C:29]([NH:34][C:35]2[CH:39]=[CH:38][N:37]([CH3:40])[N:36]=2)[C:30]([NH2:33])=[CH:31][CH:32]=1. (2) Given the product [F:20][C:19]([F:22])([F:21])[CH2:18][N:9]1[CH2:10][CH2:11][CH:6]([C:4]([O:3][CH2:1][CH3:2])=[O:5])[CH2:7][CH2:8]1, predict the reactants needed to synthesize it. The reactants are: [CH2:1]([O:3][C:4]([CH:6]1[CH2:11][CH2:10][NH:9][CH2:8][CH2:7]1)=[O:5])[CH3:2].FC(F)(F)S(O[CH2:18][C:19]([F:22])([F:21])[F:20])(=O)=O.C([O-])(O)=O.[Na+]. (3) Given the product [Br:16][C:15]1[S:14][C:13]([S:17]([N:24]2[CH2:25][CH2:26][CH2:27][CH:22]([OH:21])[CH2:23]2)(=[O:19])=[O:18])=[CH:12][C:11]=1[C:7]1[S:6][C:5]([NH:4][C:1](=[O:3])[CH3:2])=[N:9][C:8]=1[CH3:10], predict the reactants needed to synthesize it. The reactants are: [C:1]([NH:4][C:5]1[S:6][C:7]([C:11]2[CH:12]=[C:13]([S:17](Cl)(=[O:19])=[O:18])[S:14][C:15]=2[Br:16])=[C:8]([CH3:10])[N:9]=1)(=[O:3])[CH3:2].[OH:21][CH:22]1[CH2:27][CH2:26][CH2:25][NH:24][CH2:23]1.CCN(C(C)C)C(C)C. (4) Given the product [CH2:18]([NH:6][C@H:5]([CH2:7][CH:8]([CH3:10])[CH3:9])[C:4]([O:3][CH3:2])=[O:11])[CH2:19][CH2:20][CH2:21][CH2:22][CH2:23][CH2:24][CH2:25][CH2:26][CH3:27], predict the reactants needed to synthesize it. The reactants are: Cl.[CH3:2][O:3][C:4](=[O:11])[C@@H:5]([CH2:7][CH:8]([CH3:10])[CH3:9])[NH2:6].[O-]S([O-])(=O)=O.[Mg+2].[CH:18](=O)[CH2:19][CH2:20][CH2:21][CH2:22][CH2:23][CH2:24][CH2:25][CH2:26][CH3:27].CCN(CC)CC.[BH4-].[Na+]. (5) The reactants are: [CH2:1]([OH:5])[CH:2]([OH:4])[CH3:3].[H-].[Na+].[CH2:8](Br)[C:9]1[CH:14]=[CH:13][CH:12]=[CH:11][CH:10]=1. Given the product [CH2:8]([O:5][CH2:1][CH:2]([OH:4])[CH3:3])[C:9]1[CH:14]=[CH:13][CH:12]=[CH:11][CH:10]=1, predict the reactants needed to synthesize it. (6) The reactants are: [CH3:1][O:2][C:3](=[O:16])[CH:4]([C:9]([CH2:14][CH3:15])([CH2:12][CH3:13])[CH2:10][CH3:11])C(OC)=O.[Li+].[Cl-].O. Given the product [CH3:1][O:2][C:3](=[O:16])[CH2:4][C:9]([CH2:14][CH3:15])([CH2:12][CH3:13])[CH2:10][CH3:11], predict the reactants needed to synthesize it. (7) Given the product [Cl:1][C:2]1[CH:20]=[CH:19][CH:18]=[C:17]([Cl:21])[C:3]=1[CH2:4][CH:5]1[CH2:10][CH2:9][CH2:8][NH:7][C:6]1=[O:11], predict the reactants needed to synthesize it. The reactants are: [Cl:1][C:2]1[CH:20]=[CH:19][CH:18]=[C:17]([Cl:21])[C:3]=1[CH2:4][C:5]1(C(OCC)=O)[CH2:10][CH2:9][CH2:8][NH:7][C:6]1=[O:11].[OH-].[Na+]. (8) Given the product [CH3:1][O:2][C:3](=[O:25])[CH2:4][CH2:5][C:6]1[CH:11]=[CH:10][C:9]([O:12][C:13]2[CH:14]=[C:15]([F:23])[CH:16]=[C:17]([CH:19]([NH2:21])[CH3:20])[CH:18]=2)=[CH:8][C:7]=1[CH3:24], predict the reactants needed to synthesize it. The reactants are: [CH3:1][O:2][C:3](=[O:25])[CH2:4][CH2:5][C:6]1[CH:11]=[CH:10][C:9]([O:12][C:13]2[CH:18]=[C:17]([CH:19]([NH:21]O)[CH3:20])[CH:16]=[C:15]([F:23])[CH:14]=2)=[CH:8][C:7]=1[CH3:24]. (9) Given the product [CH:19]([N:8]([CH:9]([CH3:10])[CH3:1])[CH2:13][CH3:12])([CH3:20])[CH3:18].[N:3]1[C:4]([CH3:5])=[CH:11][CH:10]=[CH:9][C:6]=1[CH3:7].[Cl:15][CH:14]([Cl:16])[CH3:1], predict the reactants needed to synthesize it. The reactants are: [CH2:1]([N:3]([CH2:6][CH3:7])[CH2:4][CH3:5])C.[N:8]1[CH:13]=[CH:12][CH:11]=[CH:10][CH:9]=1.[CH2:14]([Cl:16])[Cl:15].O1C[CH2:20][CH2:19][CH2:18]1.